This data is from NCI-60 drug combinations with 297,098 pairs across 59 cell lines. The task is: Regression. Given two drug SMILES strings and cell line genomic features, predict the synergy score measuring deviation from expected non-interaction effect. (1) Synergy scores: CSS=1.10, Synergy_ZIP=-2.00, Synergy_Bliss=-2.78, Synergy_Loewe=-2.44, Synergy_HSA=-2.44. Drug 1: CC1=CC2C(CCC3(C2CCC3(C(=O)C)OC(=O)C)C)C4(C1=CC(=O)CC4)C. Drug 2: C1=CC(=CC=C1C#N)C(C2=CC=C(C=C2)C#N)N3C=NC=N3. Cell line: NCI-H522. (2) Drug 1: CC1C(C(CC(O1)OC2CC(CC3=C2C(=C4C(=C3O)C(=O)C5=C(C4=O)C(=CC=C5)OC)O)(C(=O)C)O)N)O.Cl. Drug 2: CN(CC1=CN=C2C(=N1)C(=NC(=N2)N)N)C3=CC=C(C=C3)C(=O)NC(CCC(=O)O)C(=O)O. Cell line: M14. Synergy scores: CSS=9.76, Synergy_ZIP=-6.63, Synergy_Bliss=4.31, Synergy_Loewe=-2.41, Synergy_HSA=2.72. (3) Drug 1: C1=CN(C(=O)N=C1N)C2C(C(C(O2)CO)O)O.Cl. Drug 2: CCC1(CC2CC(C3=C(CCN(C2)C1)C4=CC=CC=C4N3)(C5=C(C=C6C(=C5)C78CCN9C7C(C=CC9)(C(C(C8N6C)(C(=O)OC)O)OC(=O)C)CC)OC)C(=O)OC)O.OS(=O)(=O)O. Cell line: CCRF-CEM. Synergy scores: CSS=66.2, Synergy_ZIP=1.48, Synergy_Bliss=1.94, Synergy_Loewe=-4.30, Synergy_HSA=0.750. (4) Drug 1: CCC(=C(C1=CC=CC=C1)C2=CC=C(C=C2)OCCN(C)C)C3=CC=CC=C3.C(C(=O)O)C(CC(=O)O)(C(=O)O)O. Drug 2: CC1C(C(CC(O1)OC2CC(OC(C2O)C)OC3=CC4=CC5=C(C(=O)C(C(C5)C(C(=O)C(C(C)O)O)OC)OC6CC(C(C(O6)C)O)OC7CC(C(C(O7)C)O)OC8CC(C(C(O8)C)O)(C)O)C(=C4C(=C3C)O)O)O)O. Cell line: RPMI-8226. Synergy scores: CSS=49.2, Synergy_ZIP=11.3, Synergy_Bliss=10.4, Synergy_Loewe=-25.1, Synergy_HSA=9.36. (5) Drug 1: CC1C(C(=O)NC(C(=O)N2CCCC2C(=O)N(CC(=O)N(C(C(=O)O1)C(C)C)C)C)C(C)C)NC(=O)C3=C4C(=C(C=C3)C)OC5=C(C(=O)C(=C(C5=N4)C(=O)NC6C(OC(=O)C(N(C(=O)CN(C(=O)C7CCCN7C(=O)C(NC6=O)C(C)C)C)C)C(C)C)C)N)C. Drug 2: C1CN1P(=S)(N2CC2)N3CC3. Synergy scores: CSS=3.97, Synergy_ZIP=-5.89, Synergy_Bliss=-6.06, Synergy_Loewe=-8.92, Synergy_HSA=-8.57. Cell line: NCI-H522. (6) Drug 1: C1=CC(=CC=C1CCC2=CNC3=C2C(=O)NC(=N3)N)C(=O)NC(CCC(=O)O)C(=O)O. Drug 2: C(CC(=O)O)C(=O)CN.Cl. Cell line: DU-145. Synergy scores: CSS=15.3, Synergy_ZIP=-9.64, Synergy_Bliss=-8.01, Synergy_Loewe=-7.34, Synergy_HSA=-5.07. (7) Drug 1: C1=NC(=NC(=O)N1C2C(C(C(O2)CO)O)O)N. Drug 2: CS(=O)(=O)OCCCCOS(=O)(=O)C. Cell line: RXF 393. Synergy scores: CSS=16.9, Synergy_ZIP=-7.03, Synergy_Bliss=2.61, Synergy_Loewe=-11.3, Synergy_HSA=1.98. (8) Drug 1: C1=CC(=CC=C1C#N)C(C2=CC=C(C=C2)C#N)N3C=NC=N3. Drug 2: C1=CN(C(=O)N=C1N)C2C(C(C(O2)CO)O)O.Cl. Cell line: SF-539. Synergy scores: CSS=30.7, Synergy_ZIP=-8.06, Synergy_Bliss=-2.51, Synergy_Loewe=-7.67, Synergy_HSA=-2.65. (9) Drug 1: CC12CCC3C(C1CCC2=O)CC(=C)C4=CC(=O)C=CC34C. Drug 2: C1CCC(C(C1)N)N.C(=O)(C(=O)[O-])[O-].[Pt+4]. Cell line: MALME-3M. Synergy scores: CSS=41.3, Synergy_ZIP=-1.57, Synergy_Bliss=1.39, Synergy_Loewe=-1.50, Synergy_HSA=1.58.